From a dataset of Forward reaction prediction with 1.9M reactions from USPTO patents (1976-2016). Predict the product of the given reaction. (1) Given the reactants [CH3:1][C:2]1[CH:3]=[C:4]([CH:6]=[C:7]([CH3:9])[CH:8]=1)[NH2:5].[H-].[Na+].F[C:13]1[C:14]([N+:21]([O-:23])=[O:22])=[C:15]([CH:18]=[CH:19][CH:20]=1)[C:16]#[N:17].O, predict the reaction product. The product is: [CH3:1][C:2]1[CH:3]=[C:4]([NH:5][C:13]2[C:14]([N+:21]([O-:23])=[O:22])=[C:15]([CH:18]=[CH:19][CH:20]=2)[C:16]#[N:17])[CH:6]=[C:7]([CH3:9])[CH:8]=1. (2) Given the reactants [CH3:1][O:2][CH2:3][C@H:4]([NH:6][C:7]1[C:12]([NH2:13])=[C:11]([C:14]2[C:15]([CH3:22])=[N:16][C:17]([O:20][CH3:21])=[CH:18][CH:19]=2)[N:10]=[CH:9][N:8]=1)[CH3:5].[C:23](OCC)(=[O:27])[C:24]([CH3:26])=O, predict the reaction product. The product is: [CH3:1][O:2][CH2:3][C@H:4]([N:6]1[C:7]2[N:8]=[CH:9][N:10]=[C:11]([C:14]3[C:15]([CH3:22])=[N:16][C:17]([O:20][CH3:21])=[CH:18][CH:19]=3)[C:12]=2[N:13]=[C:24]([CH3:26])[C:23]1=[O:27])[CH3:5]. (3) Given the reactants [CH3:1][O:2][N:3]([CH3:18])[C:4]([CH:6]([NH:10][C:11](=[O:17])[O:12][C:13]([CH3:16])([CH3:15])[CH3:14])[CH2:7][CH:8]=[CH2:9])=[O:5].[H-].[Na+].I[CH3:22], predict the reaction product. The product is: [CH3:1][O:2][N:3]([CH3:18])[C:4]([CH:6]([N:10]([CH3:22])[C:11](=[O:17])[O:12][C:13]([CH3:14])([CH3:16])[CH3:15])[CH2:7][CH:8]=[CH2:9])=[O:5]. (4) The product is: [Cl:1][C:2]1[CH:3]=[C:4]2[C:9](=[CH:10][CH:11]=1)[CH:8]=[C:7]([S:12]([CH2:15][CH2:16][CH2:17][CH2:18][C:19]([N:52]1[CH2:53][CH2:54][N:49]([C:46]3[CH:47]=[CH:48][N:43]=[CH:44][CH:45]=3)[CH2:50][CH2:51]1)=[O:21])(=[O:13])=[O:14])[CH:6]=[CH:5]2. Given the reactants [Cl:1][C:2]1[CH:3]=[C:4]2[C:9](=[CH:10][CH:11]=1)[CH:8]=[C:7]([S:12]([CH2:15][CH2:16][CH2:17][CH2:18][C:19]([O-:21])=O)(=[O:14])=[O:13])[CH:6]=[CH:5]2.C1C=CC2N(O)N=NC=2C=1.CCN=C=NCCCN(C)C.[N:43]1[CH:48]=[CH:47][C:46]([N:49]2[CH2:54][CH2:53][NH:52][CH2:51][CH2:50]2)=[CH:45][CH:44]=1, predict the reaction product. (5) Given the reactants [CH:1]([N:4]([CH2:12][C:13]1[CH:18]=[CH:17][CH:16]=[C:15]2[N:19]([C:27]3[C:28]4[C@H:35]([CH:36]([CH3:38])[CH3:37])[CH2:34][CH2:33][C:29]=4[N:30]=[CH:31][N:32]=3)[CH2:20][C:21]3([CH2:26][CH2:25][NH:24][CH2:23][CH2:22]3)[C:14]=12)C(=O)OC(C)(C)C)([CH3:3])[CH3:2].[ClH:39], predict the reaction product. The product is: [ClH:39].[ClH:39].[ClH:39].[CH:36]([C@H:35]1[C:28]2[C:27]([N:19]3[C:15]4[C:14](=[C:13]([CH2:12][NH:4][CH:1]([CH3:3])[CH3:2])[CH:18]=[CH:17][CH:16]=4)[C:21]4([CH2:26][CH2:25][NH:24][CH2:23][CH2:22]4)[CH2:20]3)=[N:32][CH:31]=[N:30][C:29]=2[CH2:33][CH2:34]1)([CH3:38])[CH3:37]. (6) Given the reactants C([O:3][C:4](=[O:24])[C:5]([O:15][C:16]1[CH:21]=[CH:20][CH:19]=[CH:18][C:17]=1[O:22][CH3:23])([CH3:14])[CH2:6][C:7]1[CH:12]=[CH:11][C:10]([OH:13])=[CH:9][CH:8]=1)C.[CH:25]1([C:31]2[O:32][C:33]([CH3:49])=[C:34]([CH2:36][CH2:37]OS(C3C=CC(C)=CC=3)(=O)=O)[N:35]=2)[CH2:30][CH2:29][CH2:28][CH2:27][CH2:26]1, predict the reaction product. The product is: [CH:25]1([C:31]2[O:32][C:33]([CH3:49])=[C:34]([CH2:36][CH2:37][O:13][C:10]3[CH:11]=[CH:12][C:7]([CH2:6][C:5]([O:15][C:16]4[CH:21]=[CH:20][CH:19]=[CH:18][C:17]=4[O:22][CH3:23])([CH3:14])[C:4]([OH:3])=[O:24])=[CH:8][CH:9]=3)[N:35]=2)[CH2:26][CH2:27][CH2:28][CH2:29][CH2:30]1. (7) Given the reactants [CH:1]1([CH:4]([C:11]2[CH:16]=[C:15]([O:17][CH2:18][C:19]3[CH:24]=[C:23]([O:25][CH2:26][CH:27]([CH3:29])[CH3:28])[C:22]([C:30]4[CH:35]=[C:34]([O:36][CH3:37])[CH:33]=[CH:32][C:31]=4[F:38])=[CH:21][N:20]=3)[N:14]=[CH:13][N:12]=2)[CH2:5][C:6]([O:8]CC)=[O:7])[CH2:3][CH2:2]1.[OH-].[Na+].Cl, predict the reaction product. The product is: [CH:1]1([CH:4]([C:11]2[CH:16]=[C:15]([O:17][CH2:18][C:19]3[CH:24]=[C:23]([O:25][CH2:26][CH:27]([CH3:29])[CH3:28])[C:22]([C:30]4[CH:35]=[C:34]([O:36][CH3:37])[CH:33]=[CH:32][C:31]=4[F:38])=[CH:21][N:20]=3)[N:14]=[CH:13][N:12]=2)[CH2:5][C:6]([OH:8])=[O:7])[CH2:2][CH2:3]1.